Dataset: Full USPTO retrosynthesis dataset with 1.9M reactions from patents (1976-2016). Task: Predict the reactants needed to synthesize the given product. (1) Given the product [C:1]([O:8][CH2:10][CH:11]1[CH2:16][CH:15]2[CH2:17][CH:12]1[CH2:13][CH2:14]2)(=[O:7])[CH2:2][CH2:3][C:4]([O:6][CH2:10][CH:11]1[CH2:16][CH:15]2[CH2:17][CH:12]1[CH2:13][CH2:14]2)=[O:5], predict the reactants needed to synthesize it. The reactants are: [C:1]([OH:8])(=[O:7])[CH2:2][CH2:3][C:4]([OH:6])=[O:5].O[CH2:10][CH:11]1[CH2:16][CH:15]2[CH2:17][CH:12]1[CH2:13][CH2:14]2. (2) Given the product [OH:35][NH:34][C:9]([C@@H:4]1[CH2:5][CH2:6][CH2:7][CH2:8][C@H:3]1[N:2]([CH3:1])[S:12]([C:15]1[CH:16]=[CH:17][C:18]([O:21][CH2:22][C:23]2[C:32]3[C:27](=[CH:28][CH:29]=[CH:30][CH:31]=3)[N:26]=[C:25]([CH3:33])[CH:24]=2)=[CH:19][CH:20]=1)(=[O:14])=[O:13])=[O:11], predict the reactants needed to synthesize it. The reactants are: [CH3:1][N:2]([S:12]([C:15]1[CH:20]=[CH:19][C:18]([O:21][CH2:22][C:23]2[C:32]3[C:27](=[CH:28][CH:29]=[CH:30][CH:31]=3)[N:26]=[C:25]([CH3:33])[CH:24]=2)=[CH:17][CH:16]=1)(=[O:14])=[O:13])[C@@H:3]1[CH2:8][CH2:7][CH2:6][CH2:5][C@H:4]1[C:9]([OH:11])=O.[NH2:34][OH:35]. (3) Given the product [OH:35][C@@H:33]1[CH2:32][N:31]([C:1](=[O:3])[CH3:2])[CH2:30][CH2:29][N:28]([C:21]2[CH:22]=[CH:23][C:24]([N+:25]([O-:27])=[O:26])=[C:19]([O:18][CH3:17])[CH:20]=2)[CH2:34]1, predict the reactants needed to synthesize it. The reactants are: [C:1](N1C2C=CC=CC=2N(C(=O)C)C1=O)(=[O:3])[CH3:2].[CH3:17][O:18][C:19]1[CH:20]=[C:21]([N:28]2[CH2:34][C@H:33]([OH:35])[CH2:32][NH:31][CH2:30][CH2:29]2)[CH:22]=[CH:23][C:24]=1[N+:25]([O-:27])=[O:26]. (4) Given the product [CH3:22][C@H:18]1[CH2:19][CH:3]=[CH:2][CH2:1][C@@H:4]([CH2:24][C:25]([O:27][C:28]([CH3:29])([CH3:31])[CH3:30])=[O:26])[C:5](=[O:6])[O:7][CH2:8][C@@H:9]([C:10]2[CH:11]=[CH:12][CH:13]=[CH:14][CH:15]=2)[NH:16][C:17]1=[O:23], predict the reactants needed to synthesize it. The reactants are: [CH2:1]([C@@H:4]([CH2:24][C:25]([O:27][C:28]([CH3:31])([CH3:30])[CH3:29])=[O:26])[C:5]([O:7][CH2:8][C@H:9]([NH:16][C:17](=[O:23])[C@@H:18]([CH3:22])[CH2:19]C=C)[C:10]1[CH:15]=[CH:14][CH:13]=[CH:12][CH:11]=1)=[O:6])[CH:2]=[CH2:3]. (5) Given the product [F:1][C:2]1[CH:22]=[C:21]([F:23])[CH:20]=[CH:19][C:3]=1[O:4][C:5]1[CH:6]=[C:7]2[C:11](=[CH:12][C:13]=1[O:14][CH2:37][CH:34]1[CH2:35][CH2:36][NH:31][CH2:32][CH2:33]1)[N:10]([CH2:15][CH:16]([CH3:18])[CH3:17])[N:9]=[CH:8]2, predict the reactants needed to synthesize it. The reactants are: [F:1][C:2]1[CH:22]=[C:21]([F:23])[CH:20]=[CH:19][C:3]=1[O:4][C:5]1[CH:6]=[C:7]2[C:11](=[CH:12][C:13]=1[OH:14])[N:10]([CH2:15][CH:16]([CH3:18])[CH3:17])[N:9]=[CH:8]2.C(OC([N:31]1[CH2:36][CH2:35][CH:34]([CH2:37]OS(C2C=CC(C)=CC=2)(=O)=O)[CH2:33][CH2:32]1)=O)(C)(C)C.N[C@H](C(O)=O)CC1C=C2C(C=CC=C2)=CC=1.C([O-])([O-])=O.[K+].[K+]. (6) Given the product [Cl:10][C:6]1[C:7]([CH:8]=[O:9])=[C:2]([NH:16][C:15]2[C:14]([F:13])=[CH:20][CH:19]=[CH:18][C:17]=2[F:21])[N:3]=[C:4]([S:11][CH3:12])[N:5]=1, predict the reactants needed to synthesize it. The reactants are: Cl[C:2]1[C:7]([CH:8]=[O:9])=[C:6]([Cl:10])[N:5]=[C:4]([S:11][CH3:12])[N:3]=1.[F:13][C:14]1[CH:20]=[CH:19][CH:18]=[C:17]([F:21])[C:15]=1[NH2:16].CCN(CC)CC.O. (7) Given the product [C:1]([N:4]1[CH2:9][CH2:8][CH:7]([CH2:10][C:11]([NH:13][C:14]2[C:19]([CH3:20])=[CH:18][C:17]([C:25]3[CH:24]=[C:23]([F:22])[CH:28]=[C:27]([F:29])[CH:26]=3)=[CH:16][N:15]=2)=[O:12])[CH2:6][CH2:5]1)(=[O:3])[CH3:2], predict the reactants needed to synthesize it. The reactants are: [C:1]([N:4]1[CH2:9][CH2:8][CH:7]([CH2:10][C:11]([NH:13][C:14]2[C:19]([CH3:20])=[CH:18][C:17](Br)=[CH:16][N:15]=2)=[O:12])[CH2:6][CH2:5]1)(=[O:3])[CH3:2].[F:22][C:23]1[CH:24]=[C:25](B(O)O)[CH:26]=[C:27]([F:29])[CH:28]=1. (8) Given the product [CH2:1]([O:8][C:9]1[CH:14]=[C:13]([O:15][CH2:16][C:17]2[CH:18]=[CH:19][CH:20]=[CH:21][CH:22]=2)[C:12]([CH:23]([CH3:25])[CH3:24])=[CH:11][C:10]=1[C:26]1[O:30][N:29]=[C:28]([C:31]([NH:33][CH2:34][CH3:35])=[O:32])[C:27]=1[C:36]1[CH:40]=[CH:39][N:38]([CH3:42])[N:37]=1)[C:2]1[CH:7]=[CH:6][CH:5]=[CH:4][CH:3]=1, predict the reactants needed to synthesize it. The reactants are: [CH2:1]([O:8][C:9]1[CH:14]=[C:13]([O:15][CH2:16][C:17]2[CH:22]=[CH:21][CH:20]=[CH:19][CH:18]=2)[C:12]([CH:23]([CH3:25])[CH3:24])=[CH:11][C:10]=1[C:26]1[O:30][N:29]=[C:28]([C:31]([NH:33][CH2:34][CH3:35])=[O:32])[C:27]=1[C:36]1[CH:40]=[CH:39][NH:38][N:37]=1)[C:2]1[CH:7]=[CH:6][CH:5]=[CH:4][CH:3]=1.I[CH3:42]. (9) Given the product [C:54]([O:58][C:59](=[O:67])[NH:60][CH2:61][C:62]1[O:63][C:64]([C:26]2[CH:27]=[C:28]3[C:23](=[CH:24][CH:25]=2)[N:22]=[CH:21][N:20]=[C:19]3[NH:18][C:5]2[CH:6]=[CH:7][C:8]([O:9][CH2:10][C:11]3[CH:16]=[CH:15][CH:14]=[C:13]([F:17])[CH:12]=3)=[C:3]([Cl:2])[CH:4]=2)=[CH:65][CH:66]=1)([CH3:57])([CH3:55])[CH3:56], predict the reactants needed to synthesize it. The reactants are: Cl.[Cl:2][C:3]1[CH:4]=[C:5]([NH:18][C:19]2[C:28]3[C:23](=[CH:24][CH:25]=[C:26](I)[CH:27]=3)[N:22]=[CH:21][N:20]=2)[CH:6]=[CH:7][C:8]=1[O:9][CH2:10][C:11]1[CH:16]=[CH:15][CH:14]=[C:13]([F:17])[CH:12]=1.C1(P(C2CCCCC2)C2CCCCC2)CCCCC1.C([O-])(=O)C.[K+].[C:54]([O:58][C:59](=[O:67])[NH:60][CH2:61][C:62]1[O:63][CH:64]=[CH:65][CH:66]=1)([CH3:57])([CH3:56])[CH3:55].